This data is from Forward reaction prediction with 1.9M reactions from USPTO patents (1976-2016). The task is: Predict the product of the given reaction. Given the reactants [Cl:1][C:2]1[C:7]([CH2:8][CH2:9]O)=[C:6]([NH:11][CH2:12][C:13]2[CH:18]=[CH:17][C:16]([O:19][CH3:20])=[CH:15][CH:14]=2)[N:5]=[CH:4][N:3]=1.O=S(Cl)[Cl:23], predict the reaction product. The product is: [Cl:1][C:2]1[N:3]=[CH:4][N:5]=[C:6]([NH:11][CH2:12][C:13]2[CH:18]=[CH:17][C:16]([O:19][CH3:20])=[CH:15][CH:14]=2)[C:7]=1[CH2:8][CH2:9][Cl:23].